Dataset: Reaction yield outcomes from USPTO patents with 853,638 reactions. Task: Predict the reaction yield, written as a fraction of the theoretical maximum amount of product (1.0 means a 100% yield; for example, 0.34 means a 34% yield). (1) The reactants are [NH:1]1[CH2:4][CH:3]([N:5]([CH2:12][C:13]2[CH:14]=[N:15][C:16]([C:19]3[S:27][C:26]4[C:21](=[N:22][CH:23]=[CH:24][C:25]=4[O:28][C:29]4[CH:34]=[CH:33][C:32]([NH:35][C:36]([NH:38][CH:39]5[CH2:41][CH2:40]5)=[O:37])=[CH:31][C:30]=4[F:42])[CH:20]=3)=[CH:17][CH:18]=2)[CH2:6][C:7]([O:9][CH2:10][CH3:11])=[O:8])[CH2:2]1.[CH2:43]([N:45]=[C:46]=[O:47])[CH3:44]. The catalyst is C1COCC1. The product is [CH:39]1([NH:38][C:36](=[O:37])[NH:35][C:32]2[CH:33]=[CH:34][C:29]([O:28][C:25]3[CH:24]=[CH:23][N:22]=[C:21]4[CH:20]=[C:19]([C:16]5[N:15]=[CH:14][C:13]([CH2:12][N:5]([CH:3]6[CH2:2][N:1]([C:46](=[O:47])[NH:45][CH2:43][CH3:44])[CH2:4]6)[CH2:6][C:7]([O:9][CH2:10][CH3:11])=[O:8])=[CH:18][CH:17]=5)[S:27][C:26]=34)=[C:30]([F:42])[CH:31]=2)[CH2:40][CH2:41]1. The yield is 0.880. (2) The reactants are [C:1]([O:5][C:6]([N:8]1[CH2:13][CH2:12][C:11]2[N:14]([CH2:27][CH2:28][CH:29]=O)[N:15]=[C:16]([C:17]3[CH:22]=[CH:21][C:20]([C:23]([F:26])([F:25])[F:24])=[CH:19][CH:18]=3)[C:10]=2[CH2:9]1)=[O:7])([CH3:4])([CH3:3])[CH3:2].[CH3:31][N:32]1[C:36]2[CH:37]=[CH:38][CH:39]=[CH:40][C:35]=2[N:34]([CH:41]2[CH2:46][CH2:45][NH:44][CH2:43][CH2:42]2)[C:33]1=[O:47].CC(O)=O.[BH-](OC(C)=O)(OC(C)=O)OC(C)=O.[Na+].C([O-])(O)=O.[Na+]. The catalyst is C(Cl)Cl. The product is [C:1]([O:5][C:6]([N:8]1[CH2:13][CH2:12][C:11]2[N:14]([CH2:27][CH2:28][CH2:29][N:44]3[CH2:45][CH2:46][CH:41]([N:34]4[C:35]5[CH:40]=[CH:39][CH:38]=[CH:37][C:36]=5[N:32]([CH3:31])[C:33]4=[O:47])[CH2:42][CH2:43]3)[N:15]=[C:16]([C:17]3[CH:18]=[CH:19][C:20]([C:23]([F:25])([F:26])[F:24])=[CH:21][CH:22]=3)[C:10]=2[CH2:9]1)=[O:7])([CH3:4])([CH3:2])[CH3:3]. The yield is 0.850.